Dataset: Peptide-MHC class I binding affinity with 185,985 pairs from IEDB/IMGT. Task: Regression. Given a peptide amino acid sequence and an MHC pseudo amino acid sequence, predict their binding affinity value. This is MHC class I binding data. (1) The peptide sequence is GYRFFNKTL. The MHC is HLA-A23:01 with pseudo-sequence HLA-A23:01. The binding affinity (normalized) is 0.506. (2) The peptide sequence is YYPEDPVKL. The MHC is HLA-B44:02 with pseudo-sequence HLA-B44:02. The binding affinity (normalized) is 0.0847. (3) The peptide sequence is ITFQSILGY. The MHC is HLA-B57:01 with pseudo-sequence HLA-B57:01. The binding affinity (normalized) is 0.606. (4) The peptide sequence is GLLDSIKMIY. The MHC is HLA-A68:01 with pseudo-sequence HLA-A68:01. The binding affinity (normalized) is 0.380. (5) The peptide sequence is HMIVSKQER. The MHC is HLA-A31:01 with pseudo-sequence HLA-A31:01. The binding affinity (normalized) is 0. (6) The peptide sequence is TEMYIMYAM. The MHC is HLA-B18:01 with pseudo-sequence HLA-B18:01. The binding affinity (normalized) is 1.00. (7) The peptide sequence is TRAPAPFPL. The MHC is HLA-B40:01 with pseudo-sequence HLA-B40:01. The binding affinity (normalized) is 0.213.